From a dataset of Full USPTO retrosynthesis dataset with 1.9M reactions from patents (1976-2016). Predict the reactants needed to synthesize the given product. The reactants are: Cl.Cl.Cl.[O:4]1[C:8]2[CH:9]=[CH:10][CH:11]=[C:12]([N:13]3[CH2:18][CH2:17][N:16]([CH2:19][CH2:20][C@H:21]4[CH2:26][CH2:25][C@H:24]([NH2:27])[CH2:23][CH2:22]4)[CH2:15][CH2:14]3)[C:7]=2[O:6][CH2:5]1.[OH:28][C:29]1([C:32](O)=[O:33])[CH2:31][CH2:30]1. Given the product [O:4]1[C:8]2[CH:9]=[CH:10][CH:11]=[C:12]([N:13]3[CH2:18][CH2:17][N:16]([CH2:19][CH2:20][C@H:21]4[CH2:26][CH2:25][C@H:24]([NH:27][C:32]([C:29]5([OH:28])[CH2:31][CH2:30]5)=[O:33])[CH2:23][CH2:22]4)[CH2:15][CH2:14]3)[C:7]=2[O:6][CH2:5]1, predict the reactants needed to synthesize it.